Task: Predict the reactants needed to synthesize the given product.. Dataset: Full USPTO retrosynthesis dataset with 1.9M reactions from patents (1976-2016) (1) The reactants are: [CH2:1]([O:5][C:6]1[CH:11]=[CH:10][CH:9]=[C:8]([Cl:12])[C:7]=1[C:13]#[N:14])[C@@H:2]1[O:4][CH2:3]1.[NH2:15][C:16]([CH3:29])([CH3:28])[CH2:17][C:18]1[N:19]=[CH:20][C:21]2[C:26]([CH:27]=1)=[CH:25][CH:24]=[CH:23][CH:22]=2. Given the product [ClH:12].[ClH:12].[OH:4][C@@H:2]([CH2:1][O:5][C:6]1[CH:11]=[CH:10][CH:9]=[C:8]([Cl:12])[C:7]=1[C:13]#[N:14])[CH2:3][NH:15][C:16]([CH3:29])([CH3:28])[CH2:17][C:18]1[N:19]=[CH:20][C:21]2[C:26]([CH:27]=1)=[CH:25][CH:24]=[CH:23][CH:22]=2, predict the reactants needed to synthesize it. (2) Given the product [N:48]1([C:11]2[N:41]=[CH:40][N:39]=[C:38]3[C:12]=2[N:13]=[CH:14][N:15]3[C@@H:16]2[O:37][C@H:27]([CH2:28][O:29][Si:30]([C:33]([CH3:36])([CH3:35])[CH3:34])([CH3:31])[CH3:32])[C@@H:18]([O:19][Si:20]([C:23]([CH3:26])([CH3:24])[CH3:25])([CH3:22])[CH3:21])[CH2:17]2)[CH:52]=[CH:51][N:50]=[CH:49]1, predict the reactants needed to synthesize it. The reactants are: N1(O[C:11]2[C:12]3[N:13]=[CH:14][N:15]([C:38]=3[N:39]=[CH:40][N:41]=2)[C@@H:16]2[O:37][C@H:27]([CH2:28][O:29][Si:30]([C:33]([CH3:36])([CH3:35])[CH3:34])([CH3:32])[CH3:31])[C@@H:18]([O:19][Si:20]([C:23]([CH3:26])([CH3:25])[CH3:24])([CH3:22])[CH3:21])[CH2:17]2)C2C=CC=CC=2N=N1.C([O-])([O-])=O.[Cs+].[Cs+].[NH:48]1[CH:52]=[CH:51][N:50]=[CH:49]1. (3) The reactants are: [CH2:1]([N:3]([CH2:30][CH3:31])[C:4](=[O:29])[CH:5]([N:12]1[CH2:17][CH2:16][N:15]([C:18]2[CH:23]=[CH:22][C:21]([C:24]([NH:26][NH2:27])=[O:25])=[CH:20][C:19]=2[F:28])[CH2:14][CH2:13]1)[C:6]1[CH:11]=[CH:10][CH:9]=[CH:8][CH:7]=1)[CH3:2].[C:32](Cl)(=O)[CH2:33][CH3:34]. Given the product [CH2:30]([N:3]([CH2:1][CH3:2])[C:4](=[O:29])[CH:5]([N:12]1[CH2:13][CH2:14][N:15]([C:18]2[CH:23]=[CH:22][C:21]([C:24]3[O:25][C:32]([CH2:33][CH3:34])=[N:27][N:26]=3)=[CH:20][C:19]=2[F:28])[CH2:16][CH2:17]1)[C:6]1[CH:11]=[CH:10][CH:9]=[CH:8][CH:7]=1)[CH3:31], predict the reactants needed to synthesize it. (4) Given the product [N+:2]([C:5]1[CH:6]=[CH:7][C:8]([C:9](=[NH:12])[NH:26][NH:25][C:22]2[CH:23]=[CH:24][C:19]([O:18][C:17]([F:16])([F:28])[F:27])=[CH:20][CH:21]=2)=[CH:13][CH:14]=1)([O-:4])=[O:3], predict the reactants needed to synthesize it. The reactants are: Cl.[N+:2]([C:5]1[CH:14]=[CH:13][C:8]([C:9](=[NH:12])OC)=[CH:7][CH:6]=1)([O-:4])=[O:3].Cl.[F:16][C:17]([F:28])([F:27])[O:18][C:19]1[CH:24]=[CH:23][C:22]([NH:25][NH2:26])=[CH:21][CH:20]=1. (5) Given the product [NH2:12][C:13]1[N:14]=[C:15]([NH2:24])[C:16]2[C:21]([CH2:22][NH:1][C:2]3[C:11]4[C:6](=[CH:7][CH:8]=[CH:9][CH:10]=4)[CH:5]=[CH:4][CH:3]=3)=[CH:20][O:19][C:17]=2[N:18]=1, predict the reactants needed to synthesize it. The reactants are: [NH2:1][C:2]1[C:11]2[C:6](=[CH:7][CH:8]=[CH:9][CH:10]=2)[CH:5]=[CH:4][CH:3]=1.[NH2:12][C:13]1[N:14]=[C:15]([NH2:24])[C:16]2[C:21]([CH2:22]Cl)=[CH:20][O:19][C:17]=2[N:18]=1.C(=O)([O-])[O-].[K+].[K+]. (6) The reactants are: [Si:1]([O:8][CH2:9][C@@H:10]1[C@@H:14]([OH:15])[C@:13]([F:17])([CH3:16])[C@H:12]([N:18]2[CH:26]=[N:25][C:24]3[C:19]2=[N:20][C:21]([NH2:28])=[N:22][C:23]=3[NH2:27])[O:11]1)([C:4]([CH3:7])([CH3:6])[CH3:5])([CH3:3])[CH3:2].[C:29](Cl)([O:31][CH2:32][C:33]1[CH:38]=[CH:37][CH:36]=[CH:35][CH:34]=1)=[O:30]. Given the product [NH2:28][C:21]1[N:20]=[C:19]2[C:24]([N:25]=[CH:26][N:18]2[C@H:12]2[C@@:13]([F:17])([CH3:16])[C@H:14]([O:15][C:29]([O:31][CH2:32][C:33]3[CH:38]=[CH:37][CH:36]=[CH:35][CH:34]=3)=[O:30])[C@@H:10]([CH2:9][O:8][Si:1]([C:4]([CH3:6])([CH3:7])[CH3:5])([CH3:2])[CH3:3])[O:11]2)=[C:23]([NH:27][C:29](=[O:30])[O:31][CH2:32][C:33]2[CH:38]=[CH:37][CH:36]=[CH:35][CH:34]=2)[N:22]=1, predict the reactants needed to synthesize it. (7) Given the product [F:1][C:2]1[CH:10]=[N:9][CH:8]=[CH:7][C:3]=1[C:4]([NH:46][C:32]1[CH:33]=[CH:34][C:35]([C:36]2[N:40]([CH3:41])[N:39]=[C:38]([C:42]([F:44])([F:45])[F:43])[CH:37]=2)=[C:30]([F:29])[CH:31]=1)=[O:6], predict the reactants needed to synthesize it. The reactants are: [F:1][C:2]1[CH:10]=[N:9][CH:8]=[CH:7][C:3]=1[C:4]([OH:6])=O.ClC1N=C(OC)N=C(OC)N=1.CN1CCOCC1.[F:29][C:30]1[CH:31]=[C:32]([NH2:46])[CH:33]=[CH:34][C:35]=1[C:36]1[N:40]([CH3:41])[N:39]=[C:38]([C:42]([F:45])([F:44])[F:43])[CH:37]=1.CC(=O)OCC.[Cl-].[Na+].O. (8) Given the product [CH:21]1([C:24]2[C:29]([N:30]3[C:34]([CH3:35])=[N:33][N:32]=[N:31]3)=[CH:28][C:27]([NH:36][C:3]3[N:8]=[C:7]([NH:9][CH:10]4[CH2:15][C:14]([CH3:17])([CH3:16])[NH:13][C:12]([CH3:19])([CH3:18])[CH2:11]4)[C:6]([F:20])=[CH:5][N:4]=3)=[C:26]([F:37])[CH:25]=2)[CH2:22][CH2:23]1, predict the reactants needed to synthesize it. The reactants are: Cl.Cl[C:3]1[N:8]=[C:7]([NH:9][CH:10]2[CH2:15][C:14]([CH3:17])([CH3:16])[NH:13][C:12]([CH3:19])([CH3:18])[CH2:11]2)[C:6]([F:20])=[CH:5][N:4]=1.[CH:21]1([C:24]2[C:29]([N:30]3[C:34]([CH3:35])=[N:33][N:32]=[N:31]3)=[CH:28][C:27]([NH2:36])=[C:26]([F:37])[CH:25]=2)[CH2:23][CH2:22]1. (9) The reactants are: C(=O)([O-])[O-].[Cs+].[Cs+].[F:7][C:8]1[CH:13]=[CH:12][C:11]([OH:14])=[CH:10][N:9]=1.CN(C)C=O.Br[CH2:21][CH2:22][O:23][CH:24]1[CH2:29][CH2:28][CH2:27][CH2:26][O:25]1. Given the product [F:7][C:8]1[CH:13]=[CH:12][C:11]([O:14][CH2:21][CH2:22][O:23][CH:24]2[CH2:29][CH2:28][CH2:27][CH2:26][O:25]2)=[CH:10][N:9]=1, predict the reactants needed to synthesize it.